This data is from Full USPTO retrosynthesis dataset with 1.9M reactions from patents (1976-2016). The task is: Predict the reactants needed to synthesize the given product. (1) Given the product [Cl:1][C:2]1[CH:25]=[CH:24][C:5]([CH2:6][NH:7][C:8]([C:10]2[C:11](=[O:23])[C:12]3[S:19][C:18]([CH2:20][N:48]([OH:49])[CH2:34][CH:33]([OH:32])[C:38]4[CH:39]=[CH:40][CH:41]=[CH:42][CH:43]=4)=[C:17]([CH3:22])[C:13]=3[N:14]([CH3:16])[CH:15]=2)=[O:9])=[CH:4][CH:3]=1, predict the reactants needed to synthesize it. The reactants are: [Cl:1][C:2]1[CH:25]=[CH:24][C:5]([CH2:6][NH:7][C:8]([C:10]2[C:11](=[O:23])[C:12]3[S:19][C:18]([CH2:20]Cl)=[C:17]([CH3:22])[C:13]=3[N:14]([CH3:16])[CH:15]=2)=[O:9])=[CH:4][CH:3]=1.C(O)(=O)C(O)=O.[OH:32][CH:33]([C:38]1[CH:43]=[CH:42][CH:41]=[CH:40][CH:39]=1)[CH2:34]C[NH:48][OH:49].[OH:32][CH:33]([C:38]1[CH:43]=[CH:42][CH:41]=[CH:40][CH:39]=1)[CH2:34]C[NH:48][OH:49].C(N(C(C)C)CC)(C)C. (2) Given the product [Br:19][C:18]1[C:13]([O:12][C@H:10]([CH3:11])[CH2:9][OH:8])=[N:14][CH:15]=[CH:16][CH:17]=1, predict the reactants needed to synthesize it. The reactants are: C([O:8][CH2:9][C@H:10]([O:12][C:13]1[C:18]([Br:19])=[CH:17][CH:16]=[CH:15][N:14]=1)[CH3:11])C1C=CC=CC=1.B(Br)(Br)Br.C([O-])(O)=O.[Na+]. (3) Given the product [C:25]1([C:22]2[C:21]([C:31]([F:33])([F:32])[F:34])=[C:20]([C:14]3[O:15][C:16]4[C:17]5[C:9](=[CH:8][C:7]([CH:37]=[CH2:38])=[CH:19][CH:18]=5)[CH2:10][CH2:11][C:12]=4[N:13]=3)[O:24][N:23]=2)[CH:30]=[CH:29][CH:28]=[CH:27][CH:26]=1, predict the reactants needed to synthesize it. The reactants are: FC(F)(F)S(O[C:7]1[CH:8]=[C:9]2[C:17](=[CH:18][CH:19]=1)[C:16]1[O:15][C:14]([C:20]3[O:24][N:23]=[C:22]([C:25]4[CH:30]=[CH:29][CH:28]=[CH:27][CH:26]=4)[C:21]=3[C:31]([F:34])([F:33])[F:32])=[N:13][C:12]=1[CH2:11][CH2:10]2)(=O)=O.[CH2:37]([Sn](CCCC)(CCCC)C=C)[CH2:38]CC.[Cl-].[Li+]. (4) Given the product [CH3:1][C@H:2]1[CH2:7][N:6]2[N:8]=[CH:9][C:10]([N:11]3[CH2:15][CH:14]([C:16]4[O:20][N:19]=[C:18]([CH3:21])[N:17]=4)[O:13][C:12]3=[O:22])=[C:5]2[CH2:4][N:3]1[C:23]([NH:55][C:49]1[CH:48]=[C:47]([F:46])[C:52]([F:53])=[C:51]([F:54])[CH:50]=1)=[O:25], predict the reactants needed to synthesize it. The reactants are: [CH3:1][C@H:2]1[CH2:7][N:6]2[N:8]=[CH:9][C:10]([N:11]3[CH2:15][CH:14]([C:16]4[O:20][N:19]=[C:18]([CH3:21])[N:17]=4)[O:13][C:12]3=[O:22])=[C:5]2[CH2:4][N:3]1[C:23]([O:25]C(C)(C)C)=O.FC(F)(F)C(O)=O.CCN(C(C)C)C(C)C.[F:46][C:47]1[CH:48]=[C:49]([NH:55]C(=O)OC2C=CC=CC=2)[CH:50]=[C:51]([F:54])[C:52]=1[F:53]. (5) Given the product [Cl:1][C:2]1[C:3]([C:29]([OH:31])=[O:30])=[N:4][C:5]([C:8]2[CH:13]=[CH:12][C:11]([Cl:14])=[C:10]([C:15]([NH:17][CH2:18][C:19]34[CH2:26][CH:25]5[CH2:24][CH:23]([CH2:22][CH:21]([CH2:27]5)[CH2:20]3)[CH2:28]4)=[O:16])[CH:9]=2)=[CH:6][CH:7]=1, predict the reactants needed to synthesize it. The reactants are: [Cl:1][C:2]1[C:3]([C:29]([O:31]C)=[O:30])=[N:4][C:5]([C:8]2[CH:13]=[CH:12][C:11]([Cl:14])=[C:10]([C:15]([NH:17][CH2:18][C:19]34[CH2:28][CH:23]5[CH2:24][CH:25]([CH2:27][CH:21]([CH2:22]5)[CH2:20]3)[CH2:26]4)=[O:16])[CH:9]=2)=[CH:6][CH:7]=1.[OH-].[K+].CO. (6) Given the product [Cl:1][C:2]1[C:3]([C:21]2[S:25][C:24]([C:26]3([OH:30])[CH2:29][CH2:28][CH2:27]3)=[N:23][CH:22]=2)=[C:4]2[CH:10]=[C:9]([C:11]3[CH:20]=[CH:19][C:14]4[O:15][CH2:16][CH2:17][O:18][C:13]=4[CH:12]=3)[NH:8][C:5]2=[N:6][CH:7]=1, predict the reactants needed to synthesize it. The reactants are: [Cl:1][C:2]1[C:3]([C:21]2[S:25][C:24]([C:26]3([O:30]COC)[CH2:29][CH2:28][CH2:27]3)=[N:23][CH:22]=2)=[C:4]2[CH:10]=[C:9]([C:11]3[CH:20]=[CH:19][C:14]4[O:15][CH2:16][CH2:17][O:18][C:13]=4[CH:12]=3)[NH:8][C:5]2=[N:6][CH:7]=1.ClC1C(C2SC(C3(OCOC)CCC3)=NC=2)=C2C=C(C3N=C(C4CCCN(C(OC(C)(C)C)=O)C4)ON=3)NC2=NC=1. (7) Given the product [Cl:1][C:2]1[CH:7]=[CH:6][CH:5]=[CH:4][C:3]=1[CH:8]([O:10][C:11]([NH:12][C:13]1[C:14]([CH3:33])=[N:15][O:16][C:17]=1[C:18]1[CH:19]=[CH:20][C:21]([C:42]2[N:41]=[CH:40][C:39]([CH2:38][C:37]([OH:46])=[O:36])=[CH:44][CH:43]=2)=[CH:22][CH:23]=1)=[O:34])[CH3:9], predict the reactants needed to synthesize it. The reactants are: [Cl:1][C:2]1[CH:7]=[CH:6][CH:5]=[CH:4][C:3]=1[CH:8]([O:10][C:11](=[O:34])[NH:12][C:13]1[C:14]([CH3:33])=[N:15][O:16][C:17]=1[C:18]1[CH:23]=[CH:22][C:21](B2OC(C)(C)C(C)(C)O2)=[CH:20][CH:19]=1)[CH3:9].C[O:36][C:37](=[O:46])[CH2:38][C:39]1[CH:40]=[N:41][C:42](Cl)=[CH:43][CH:44]=1. (8) Given the product [C:1]([S:4][CH:7]([CH2:12][CH2:13][CH2:14][CH2:15][Br:16])[C:8]([O:10][CH3:11])=[O:9])(=[O:3])[CH3:2], predict the reactants needed to synthesize it. The reactants are: [C:1](=[S:4])([O-:3])[CH3:2].[K+].Br[CH:7]([CH2:12][CH2:13][CH2:14][CH2:15][Br:16])[C:8]([O:10][CH3:11])=[O:9].